From a dataset of CYP2C19 inhibition data for predicting drug metabolism from PubChem BioAssay. Regression/Classification. Given a drug SMILES string, predict its absorption, distribution, metabolism, or excretion properties. Task type varies by dataset: regression for continuous measurements (e.g., permeability, clearance, half-life) or binary classification for categorical outcomes (e.g., BBB penetration, CYP inhibition). Dataset: cyp2c19_veith. (1) The drug is COc1ccc(/C=N\NC(=O)C2C(=O)NCC2c2ccccc2)cc1O. The result is 0 (non-inhibitor). (2) The compound is COCC(=O)N/N=C/c1ccc(Sc2nc3ccccc3s2)o1. The result is 1 (inhibitor). (3) The molecule is COC(=O)[C@@H]1C[C@H]1[C@@H](NC(=O)c1cc(C)on1)c1ccccc1. The result is 1 (inhibitor). (4) The molecule is COCCn1c(=O)c(-c2ccc(OC)cc2)nc2cnc(Oc3cccc(Cl)c3)nc21. The result is 0 (non-inhibitor). (5) The molecule is CCOC(=O)c1cnc2c(cnn2CC)c1NN=C(C)C. The result is 0 (non-inhibitor). (6) The drug is C/C(CCC(=O)OC[C@@H]1O[C@H](C#Cc2ccccc2)C=C[C@@H]1Oc1ccc(C)cc1)=N/OC[C@@H](O)COCc1ccco1. The result is 0 (non-inhibitor). (7) The molecule is COc1cccc(-c2ccc3ncnc(N(C)Cc4ccco4)c3c2)c1. The result is 1 (inhibitor).